Dataset: Forward reaction prediction with 1.9M reactions from USPTO patents (1976-2016). Task: Predict the product of the given reaction. The product is: [ClH:1].[ClH:1].[CH2:14]([CH:13]1[C:7]2[N:8]=[CH:9][NH:10][C:6]=2[CH2:5][CH2:4][NH:3]1)[CH2:15][CH3:16]. Given the reactants [ClH:1].Cl.[NH2:3][CH2:4][CH2:5][C:6]1[N:10]=[CH:9][NH:8][CH:7]=1.[OH-].[Na+].[CH:13](=O)[CH2:14][CH2:15][CH3:16].Cl, predict the reaction product.